Dataset: Catalyst prediction with 721,799 reactions and 888 catalyst types from USPTO. Task: Predict which catalyst facilitates the given reaction. (1) Reactant: [ClH:1].C([N:9]1[CH2:14][CH2:13][N:12](CC2C=CC=CC=2)[CH2:11][CH:10]1[CH:22]=[CH2:23])C1C=CC=CC=1. Product: [ClH:1].[CH2:22]([CH:10]1[CH2:11][NH:12][CH2:13][CH2:14][NH:9]1)[CH3:23]. The catalyst class is: 421. (2) Reactant: [OH:1][CH2:2][C@H:3]1[N:8]([C:9]([O:11][C:12]([CH3:15])([CH3:14])[CH3:13])=[O:10])[CH2:7][C@@H:6]([CH2:16][CH2:17][C:18]2[C:19]([NH:24][C:25](=[O:45])[C@H:26]([CH:32]([C:39]3[CH:44]=[CH:43][CH:42]=[CH:41][CH:40]=3)[C:33]3[CH:38]=[CH:37][CH:36]=[CH:35][CH:34]=3)[NH:27][C:28]([O:30][CH3:31])=[O:29])=[N:20][CH:21]=[CH:22][CH:23]=2)[O:5][CH2:4]1.C1N=CN([C:51]([N:53]2C=N[CH:55]=[CH:54]2)=[O:52])C=1.[F:58][C:59]1[CH:66]=[CH:65]C(CN)=[CH:61][CH:60]=1. The catalyst class is: 436. Product: [F:58][C:59]1[CH:66]=[CH:65][C:55]([CH2:54][NH:53][C:51]([O:1][CH2:2][C@H:3]2[N:8]([C:9]([O:11][C:12]([CH3:14])([CH3:15])[CH3:13])=[O:10])[CH2:7][C@@H:6]([CH2:16][CH2:17][C:18]3[C:19]([NH:24][C:25](=[O:45])[C@H:26]([CH:32]([C:33]4[CH:38]=[CH:37][CH:36]=[CH:35][CH:34]=4)[C:39]4[CH:44]=[CH:43][CH:42]=[CH:41][CH:40]=4)[NH:27][C:28]([O:30][CH3:31])=[O:29])=[N:20][CH:21]=[CH:22][CH:23]=3)[O:5][CH2:4]2)=[O:52])=[CH:61][CH:60]=1. (3) Reactant: [CH2:1]([O:8][C:9](=[O:33])[CH:10]([NH:25][C:26]([O:28][C:29]([CH3:32])([CH3:31])[CH3:30])=[O:27])[C:11]1[CH:16]=[CH:15][C:14](OS(C(F)(F)F)(=O)=O)=[CH:13][CH:12]=1)[C:2]1[CH:7]=[CH:6][CH:5]=[CH:4][CH:3]=1.[CH2:34]([O:36][P:37]([O-:41])[O:38][CH2:39][CH3:40])[CH3:35].CN1CCOCC1. Product: [CH2:1]([O:8][C:9](=[O:33])[CH:10]([NH:25][C:26]([O:28][C:29]([CH3:32])([CH3:30])[CH3:31])=[O:27])[C:11]1[CH:12]=[CH:13][C:14]([P:37]([O:38][CH2:39][CH3:40])([O:36][CH2:34][CH3:35])=[O:41])=[CH:15][CH:16]=1)[C:2]1[CH:3]=[CH:4][CH:5]=[CH:6][CH:7]=1. The catalyst class is: 115.